From a dataset of Reaction yield outcomes from USPTO patents with 853,638 reactions. Predict the reaction yield, written as a fraction of the theoretical maximum amount of product (1.0 means a 100% yield; for example, 0.34 means a 34% yield). (1) The reactants are [OH:1][C:2]1[CH:29]=[CH:28][C:5]([CH2:6][N:7]([CH2:20][CH2:21][C:22]2[CH:27]=[CH:26][CH:25]=[CH:24][N:23]=2)[C:8](=[O:19])[CH2:9][CH2:10][CH2:11][CH2:12][C:13]2[CH:18]=[CH:17][CH:16]=[CH:15][CH:14]=2)=[CH:4][C:3]=1[O:30][CH3:31].Cl[CH2:33][N:34]1[CH2:39][CH2:38][CH2:37][CH2:36][CH2:35]1.C1OCCOCCOCCOCCOCCOC1.C([O-])([O-])=O.[K+].[K+]. The catalyst is CN(C=O)C.CCOC(C)=O. The product is [CH3:31][O:30][C:3]1[CH:4]=[C:5]([CH:28]=[CH:29][C:2]=1[O:1][CH2:33][N:34]1[CH2:39][CH2:38][CH2:37][CH2:36][CH2:35]1)[CH2:6][N:7]([CH2:20][CH2:21][C:22]1[CH:27]=[CH:26][CH:25]=[CH:24][N:23]=1)[C:8](=[O:19])[CH2:9][CH2:10][CH2:11][CH2:12][C:13]1[CH:18]=[CH:17][CH:16]=[CH:15][CH:14]=1. The yield is 0.240. (2) The reactants are [CH3:1][CH:2]1[CH2:11][N:10]2[CH:12]3[CH2:17][CH2:16][N:15]([C:18]([O:20][CH2:21][CH3:22])=[O:19])[CH2:14][CH:13]3[C:8]3[C:9]2=[C:4]([CH:5]=[CH:6][CH:7]=3)[N:3]1[C:23]([O:25][CH2:26][CH3:27])=[O:24].C1C(=O)N([Br:35])C(=O)C1. The catalyst is CN(C=O)C.O. The product is [Br:35][C:6]1[CH:7]=[C:8]2[CH:13]3[CH2:14][N:15]([C:18]([O:20][CH2:21][CH3:22])=[O:19])[CH2:16][CH2:17][CH:12]3[N:10]3[CH2:11][CH:2]([CH3:1])[N:3]([C:23]([O:25][CH2:26][CH3:27])=[O:24])[C:4]([CH:5]=1)=[C:9]23. The yield is 0.880. (3) The reactants are [F:1][CH2:2][C:3]1([CH2:14][F:15])[O:7][B:6]([OH:8])[C:5]2[CH:9]=[C:10]([CH3:13])[CH:11]=[CH:12][C:4]1=2.C1C(=O)N([Br:23])C(=O)C1. The catalyst is C(Cl)(Cl)(Cl)Cl. The product is [Br:23][CH2:13][C:10]1[CH:11]=[CH:12][C:4]2[C:3]([CH2:14][F:15])([CH2:2][F:1])[O:7][B:6]([OH:8])[C:5]=2[CH:9]=1. The yield is 0.874. (4) The reactants are [CH:1]1N=[CH:4][N:3]([C:6]([N:8]2C=N[CH:10]=[CH:9]2)=[O:7])[CH:2]=1.CCN(CC)CC.N[C@H]1C2[C:24](=[C:25]([C:30]3[N:34]=[C:33]([C:35]4[CH:36]=[CH:37][C:38]([O:43][CH:44]([CH3:46])[CH3:45])=[C:39]([CH:42]=4)[C:40]#[N:41])[O:32][N:31]=3)[CH:26]=[CH:27][CH:28]=2)[CH2:23][CH2:22]1.Cl.N1CC([OH:52])C1. The catalyst is C(Cl)Cl. The product is [C:40]([C:39]1[CH:42]=[C:35]([C:33]2[O:32][N:31]=[C:30]([C:25]3[CH:26]=[CH:27][CH:28]=[C:10]4[C:24]=3[CH2:23][CH2:22][C@H:9]4[NH:8][C:6]([N:3]3[CH2:2][CH:1]([OH:52])[CH2:4]3)=[O:7])[N:34]=2)[CH:36]=[CH:37][C:38]=1[O:43][CH:44]([CH3:46])[CH3:45])#[N:41]. The yield is 0.748.